Task: Predict the reaction yield, written as a fraction of the theoretical maximum amount of product (1.0 means a 100% yield; for example, 0.34 means a 34% yield).. Dataset: Reaction yield outcomes from USPTO patents with 853,638 reactions (1) The yield is 0.480. The catalyst is O1CCCC1. The product is [Cl:31][C:32]1[CH:37]=[CH:36][C:35]([CH:1]([OH:2])[C:3]2[N:4]=[C:5]([C:21]3[CH:26]=[CH:25][N:24]=[C:23]([NH:27][C:28](=[O:30])[CH3:29])[CH:22]=3)[S:6][C:7]=2[C:8]2[N:9]([CH2:13][O:14][CH2:15][CH2:16][Si:17]([CH3:20])([CH3:19])[CH3:18])[CH:10]=[CH:11][N:12]=2)=[CH:34][CH:33]=1. The reactants are [CH:1]([C:3]1[N:4]=[C:5]([C:21]2[CH:26]=[CH:25][N:24]=[C:23]([NH:27][C:28](=[O:30])[CH3:29])[CH:22]=2)[S:6][C:7]=1[C:8]1[N:9]([CH2:13][O:14][CH2:15][CH2:16][Si:17]([CH3:20])([CH3:19])[CH3:18])[CH:10]=[CH:11][N:12]=1)=[O:2].[Cl:31][C:32]1[CH:37]=[CH:36][C:35]([Mg]Br)=[CH:34][CH:33]=1.CCOCC. (2) The reactants are [Cl:1][C:2]1[N:7]=[C:6]([CH3:8])[CH:5]=[CH:4][CH:3]=1.[CH3:9][C:10]1[CH:14]=[CH:13][O:12][C:11]=1[C:15](OC)=[O:16].C[Si]([N-][Si](C)(C)C)(C)C.[Li+]. The catalyst is O1CCCC1. The product is [Cl:1][C:2]1[N:7]=[C:6]([CH2:8][C:15]([C:11]2[O:12][CH:13]=[CH:14][C:10]=2[CH3:9])=[O:16])[CH:5]=[CH:4][CH:3]=1. The yield is 0.940. (3) The reactants are [N+](C1C=CC(COC([N:12]2[CH2:17][CH2:16][CH:15]([NH:18][C:19]([C:21]3[N:22]=[C:23]([N:26]4[CH2:29][CH:28]([S:30][C:31]5[C@H:32]([CH3:55])[C@@H:33]6[C@@H:50]([C@H:51]([OH:53])[CH3:52])[C:49](=[O:54])[N:34]6[C:35]=5[C:36]([O:38]CC5C=CC([N+]([O-])=O)=CC=5)=[O:37])[CH2:27]4)[S:24][CH:25]=3)=[O:20])[CH2:14][CH2:13]2)=O)=CC=1)([O-])=O. The catalyst is O1CCCC1. The product is [NH:12]1[CH2:13][CH2:14][CH:15]([NH:18][C:19]([C:21]2[N:22]=[C:23]([N:26]3[CH2:27][CH:28]([S:30][C:31]4[C@H:32]([CH3:55])[C@@H:33]5[C@@H:50]([C@H:51]([OH:53])[CH3:52])[C:49](=[O:54])[N:34]5[C:35]=4[C:36]([OH:38])=[O:37])[CH2:29]3)[S:24][CH:25]=2)=[O:20])[CH2:16][CH2:17]1. The yield is 0.330. (4) The yield is 0.540. The reactants are [OH:1][C@@:2]1([C:9]#[C:10][C:11]2[CH:12]=[C:13]([C:17]3[N:22]=[C:21]4[N:23]([CH3:26])[N:24]=[CH:25][C:20]4=[C:19]([C:27]([O:29]CC)=O)[N:18]=3)[CH:14]=[CH:15][CH:16]=2)[CH2:6][CH2:5][N:4]([CH3:7])[C:3]1=[O:8].[NH3:32]. The catalyst is CO. The product is [OH:1][C@@:2]1([C:9]#[C:10][C:11]2[CH:12]=[C:13]([C:17]3[N:22]=[C:21]4[N:23]([CH3:26])[N:24]=[CH:25][C:20]4=[C:19]([C:27]([NH2:32])=[O:29])[N:18]=3)[CH:14]=[CH:15][CH:16]=2)[CH2:6][CH2:5][N:4]([CH3:7])[C:3]1=[O:8]. (5) The yield is 0.250. The catalyst is CN(C=O)C.O. The product is [F:1][C:2]1([CH2:8][N:9]2[CH2:10][CH2:11][CH:12]([CH2:15][O:16][C:17]3[CH:22]=[CH:21][C:20]([C:23]4[C:40]([C:41]([N:32]5[CH2:39][CH2:38][CH2:37][C@H:33]5[C:34]([NH2:36])=[O:35])=[O:53])=[CH:27][CH:26]=[CH:25][CH:24]=4)=[CH:19][CH:18]=3)[CH2:13][CH2:14]2)[CH2:3][CH2:4][CH2:5][CH2:6][CH2:7]1. The reactants are [F:1][C:2]1([CH2:8][N:9]2[CH2:14][CH2:13][CH:12]([CH2:15][O:16][C:17]3[CH:22]=[CH:21][C:20]([C:23]4C=[CH:27][C:26](C(O)=O)=[CH:25][CH:24]=4)=[CH:19][CH:18]=3)[CH2:11][CH2:10]2)[CH2:7][CH2:6][CH2:5][CH2:4][CH2:3]1.[NH:32]1[CH2:39][CH2:38][CH2:37][C@H:33]1[C:34]([NH2:36])=[O:35].[CH2:40](Cl)[CH2:41]Cl.C1C=CC2N([OH:53])N=NC=2C=1.CCN(C(C)C)C(C)C. (6) The reactants are CC1(C)CCCC(C)(C)N1.[Li]CCCC.[B:16](OC(C)C)([O:21]C(C)C)[O:17]C(C)C.[CH:29]1([C:33]2[CH:46]=[CH:45][CH:44]=[C:43]([F:47])[C:34]=2[O:35][Si:36]([C:39]([CH3:42])([CH3:41])[CH3:40])([CH3:38])[CH3:37])[CH2:32][CH2:31][CH2:30]1.C(O)(=O)C. The catalyst is C1COCC1.O. The product is [Si:36]([O:35][C:34]1[C:43]([F:47])=[C:44]([B:16]([OH:21])[OH:17])[CH:45]=[CH:46][C:33]=1[CH:29]1[CH2:30][CH2:31][CH2:32]1)([C:39]([CH3:42])([CH3:40])[CH3:41])([CH3:38])[CH3:37]. The yield is 0.860. (7) The reactants are [C:1]([C:5]1[O:9][N:8]=[C:7]([NH2:10])[CH:6]=1)([CH3:4])([CH3:3])[CH3:2].C(=O)([O-])[O-].[K+].[K+].Cl[C:18]([O:20][C:21]1[CH:26]=[CH:25][CH:24]=[CH:23][CH:22]=1)=[O:19]. The catalyst is C1COCC1. The product is [C:1]([C:5]1[O:9][N:8]=[C:7]([NH:10][C:18](=[O:19])[O:20][C:21]2[CH:26]=[CH:25][CH:24]=[CH:23][CH:22]=2)[CH:6]=1)([CH3:4])([CH3:3])[CH3:2]. The yield is 0.780.